This data is from Catalyst prediction with 721,799 reactions and 888 catalyst types from USPTO. The task is: Predict which catalyst facilitates the given reaction. (1) Reactant: [CH3:1][O:2][C:3]1[CH:4]=[C:5]2[C:10](=[CH:11][CH:12]=1)[C:9]([C:13](=[O:29])[C:14]1[CH:19]=[CH:18][C:17]([O:20][CH2:21][CH2:22][N:23]3[CH2:28][CH2:27][CH2:26][CH2:25][CH2:24]3)=[CH:16][CH:15]=1)=[C:8](OS(C(F)(F)F)(=O)=O)[CH:7]=[CH:6]2.[F:38][C:39]1[CH:44]=[C:43]([F:45])[CH:42]=[C:41]([F:46])[C:40]=1B(O)O.P([O-])([O-])([O-])=O.[K+].[K+].[K+]. Product: [CH3:1][O:2][C:3]1[CH:4]=[C:5]2[C:10](=[CH:11][CH:12]=1)[C:9]([C:13]([C:14]1[CH:19]=[CH:18][C:17]([O:20][CH2:21][CH2:22][N:23]3[CH2:24][CH2:25][CH2:26][CH2:27][CH2:28]3)=[CH:16][CH:15]=1)=[O:29])=[C:8]([C:40]1[C:39]([F:38])=[CH:44][C:43]([F:45])=[CH:42][C:41]=1[F:46])[CH:7]=[CH:6]2. The catalyst class is: 427. (2) Reactant: [CH:1]1([S:4][C:5]2[CH:10]=[CH:9][C:8]([C:11](=[O:13])C)=[CH:7][CH:6]=2)[CH2:3][CH2:2]1.[OH-:14].[K+]. Product: [CH:1]1([S:4][C:5]2[CH:6]=[CH:7][C:8]([C:11]([OH:13])=[O:14])=[CH:9][CH:10]=2)[CH2:2][CH2:3]1. The catalyst class is: 3. (3) Product: [C:16]([O:19][C:20]1[CH:27]=[CH:26][C:23]([CH2:24][N:15]2[C:5]3=[N:6][C:7]([C:11]([O:13][CH3:14])=[O:12])=[CH:8][C:9]([CH3:10])=[C:4]3[N:3]=[C:2]2[CH3:1])=[C:22]([Cl:28])[CH:21]=1)(=[O:18])[CH3:17]. Reactant: [CH3:1][C:2]1[NH:15][C:5]2=[N:6][C:7]([C:11]([O:13][CH3:14])=[O:12])=[CH:8][C:9]([CH3:10])=[C:4]2[N:3]=1.[C:16]([O:19][C:20]1[CH:27]=[CH:26][C:23]([CH2:24]Br)=[C:22]([Cl:28])[CH:21]=1)(=[O:18])[CH3:17].C(=O)([O-])[O-].[K+].[K+]. The catalyst class is: 9.